The task is: Predict the reaction yield, written as a fraction of the theoretical maximum amount of product (1.0 means a 100% yield; for example, 0.34 means a 34% yield).. This data is from Reaction yield outcomes from USPTO patents with 853,638 reactions. (1) The catalyst is C1(C)C=CC(S(O)(=O)=O)=CC=1. The reactants are [I:1][C:2]1[CH:7]=[CH:6][C:5]([Si:8]([CH3:17])([O:13][CH:14](C)C)[O:9][CH:10](C)C)=[CH:4][CH:3]=1.CO. The product is [I:1][C:2]1[CH:7]=[CH:6][C:5]([Si:8]([CH3:17])([O:13][CH3:14])[O:9][CH3:10])=[CH:4][CH:3]=1. The yield is 0.820. (2) The reactants are [N:1]1[C:2]([C:10](OCC)=[O:11])=[CH:3][N:4]2[CH:9]=[CH:8][CH:7]=[CH:6][C:5]=12.[H-].[Al+3].[Li+].[H-].[H-].[H-].O. The catalyst is C1COCC1. The product is [N:1]1[C:2]([CH2:10][OH:11])=[CH:3][N:4]2[CH:9]=[CH:8][CH:7]=[CH:6][C:5]=12. The yield is 0.900. (3) The reactants are [CH3:1][CH:2]([O:4][C@@H:5]([CH2:10][N:11]([C:16]1[CH:21]=[CH:20][C:19]([O:22][C:23]2[CH:28]=[CH:27][C:26]([C:29]([F:32])([F:31])[F:30])=[CH:25][CH:24]=2)=[CH:18][CH:17]=1)[S:12]([CH3:15])(=[O:14])=[O:13])[C:6](OC)=[O:7])[CH3:3].Cl.[NH2:34][OH:35].C[O-].[Na+].Cl. The catalyst is CO.CCOC(C)=O.O. The product is [CH3:1][CH:2]([O:4][C@@H:5]([CH2:10][N:11]([C:16]1[CH:21]=[CH:20][C:19]([O:22][C:23]2[CH:28]=[CH:27][C:26]([C:29]([F:32])([F:31])[F:30])=[CH:25][CH:24]=2)=[CH:18][CH:17]=1)[S:12]([CH3:15])(=[O:14])=[O:13])[C:6]([NH:34][OH:35])=[O:7])[CH3:3]. The yield is 0.710. (4) The reactants are [N+:1]([O-:4])(O)=[O:2].[Cl:5][C:6]1[CH:17]=[CH:16][CH:15]=[CH:14][C:7]=1[O:8][C:9]1[S:13][CH:12]=[N:11][CH:10]=1.C(=O)([O-])[O-].[Na+].[Na+]. The catalyst is C(Cl)Cl. The product is [Cl:5][C:6]1[CH:17]=[C:16]([N+:1]([O-:4])=[O:2])[CH:15]=[CH:14][C:7]=1[O:8][C:9]1[S:13][CH:12]=[N:11][CH:10]=1. The yield is 0.850. (5) The reactants are [CH3:1][C:2]1[S:6][C:5]([C:7]2[CH:8]=[N:9][CH:10]=[CH:11][CH:12]=2)=[N:4][C:3]=1[OH:13].[H-].[Na+].[F:16][C:17]([F:36])([F:35])[S:18](N([S:18]([C:17]([F:36])([F:35])[F:16])(=[O:20])=[O:19])C1C=CC=CC=1)(=[O:20])=[O:19]. The catalyst is C1COCC1. The product is [CH3:1][C:2]1[S:6][C:5]([C:7]2[CH:8]=[N:9][CH:10]=[CH:11][CH:12]=2)=[N:4][C:3]=1[O:13][S:18]([C:17]([F:36])([F:35])[F:16])(=[O:20])=[O:19]. The yield is 0.400. (6) The reactants are [CH3:1][C:2]1[CH:3]=[C:4]([C:8]2[N:9]=[C:10]3[CH:15]=[CH:14][CH:13]=[N:12][N:11]3[C:16]=2[C:17]2[CH:22]=[CH:21][N:20]=[C:19]([NH:23][C:24](=O)[O:25]CC(Cl)(Cl)Cl)[CH:18]=2)[CH:5]=[CH:6][CH:7]=1.[NH:32]1[CH2:37][CH2:36][CH2:35][CH2:34][CH2:33]1.C(N(C(C)C)C(C)C)C.C(=O)([O-])O.[Na+]. The catalyst is CS(C)=O. The product is [CH3:1][C:2]1[CH:3]=[C:4]([C:8]2[N:9]=[C:10]3[CH:15]=[CH:14][CH:13]=[N:12][N:11]3[C:16]=2[C:17]2[CH:22]=[CH:21][N:20]=[C:19]([NH:23][C:24]([N:32]3[CH2:37][CH2:36][CH2:35][CH2:34][CH2:33]3)=[O:25])[CH:18]=2)[CH:5]=[CH:6][CH:7]=1. The yield is 0.570. (7) The reactants are [CH3:1][C:2]1([CH3:14])[C:6]([CH3:8])([CH3:7])[O:5][B:4]([C:9]2[CH:10]=[N:11][NH:12][CH:13]=2)[O:3]1.Br[CH2:16][CH2:17][Cl:18].C(=O)([O-])[O-].[Cs+].[Cs+]. The catalyst is C(#N)C.O. The product is [Cl:18][CH2:17][CH2:16][N:12]1[CH:13]=[C:9]([B:4]2[O:5][C:6]([CH3:7])([CH3:8])[C:2]([CH3:14])([CH3:1])[O:3]2)[CH:10]=[N:11]1. The yield is 0.900. (8) The reactants are Cl[CH2:2][CH2:3][CH2:4][CH:5]([C:16]1O[C:18]([C:21]2[CH:26]=[CH:25][C:24]([C:27]3[O:31][C:30]([CH3:32])=[N:29][CH:28]=3)=[C:23]([O:33][CH3:34])[CH:22]=2)=[N:19][N:20]=1)[C:6]1[CH:11]=[CH:10][CH:9]=[CH:8][C:7]=1[C:12]([F:15])([F:14])[F:13].C([O-])(=O)C.[NH4+:39]. The catalyst is C(O)(=O)C. The product is [CH3:34][O:33][C:23]1[CH:22]=[C:21]([C:18]2[N:39]=[C:16]3[CH:5]([C:6]4[CH:11]=[CH:10][CH:9]=[CH:8][C:7]=4[C:12]([F:15])([F:14])[F:13])[CH2:4][CH2:3][CH2:2][N:20]3[N:19]=2)[CH:26]=[CH:25][C:24]=1[C:27]1[O:31][C:30]([CH3:32])=[N:29][CH:28]=1. The yield is 0.330.